Dataset: Full USPTO retrosynthesis dataset with 1.9M reactions from patents (1976-2016). Task: Predict the reactants needed to synthesize the given product. (1) Given the product [Br:1][C:2]1[CH:10]=[C:6]([C:7]2[O:9][N:32]=[C:31]([C:33]3[CH:38]=[CH:37][C:36]([NH:39][C@H:40]4[CH2:44][CH2:43][C@@H:42]([C:45]([O:47][CH2:48][CH3:49])=[O:46])[CH2:41]4)=[CH:35][CH:34]=3)[N:30]=2)[CH:5]=[N:4][C:3]=1[O:11][CH:12]([CH3:14])[CH3:13], predict the reactants needed to synthesize it. The reactants are: [Br:1][C:2]1[C:3]([O:11][CH:12]([CH3:14])[CH3:13])=[N:4][CH:5]=[C:6]([CH:10]=1)[C:7]([OH:9])=O.C1C=CC2N(O)N=NC=2C=1.C(Cl)CCl.O/[N:30]=[C:31](/[C:33]1[CH:38]=[CH:37][C:36]([NH:39][C@H:40]2[CH2:44][CH2:43][C@@H:42]([C:45]([O:47][CH2:48][CH3:49])=[O:46])[CH2:41]2)=[CH:35][CH:34]=1)\[NH2:32]. (2) Given the product [CH:33]1([CH2:37][NH:38][C:18]([C:17]2[C:12]([O:11][CH3:10])=[CH:13][CH:14]=[CH:15][C:16]=2[NH:21][C:20]([C:22]2[C:31]3[C:26](=[CH:27][CH:28]=[CH:29][CH:30]=3)[CH:25]=[CH:24][CH:23]=2)=[O:19])=[O:32])[CH2:36][CH2:35][CH2:34]1, predict the reactants needed to synthesize it. The reactants are: C(N(C(C)C)CC)(C)C.[CH3:10][O:11][C:12]1[C:17]2[C:18](=[O:32])[O:19][C:20]([C:22]3[C:31]4[C:26](=[CH:27][CH:28]=[CH:29][CH:30]=4)[CH:25]=[CH:24][CH:23]=3)=[N:21][C:16]=2[CH:15]=[CH:14][CH:13]=1.[CH:33]1([CH2:37][NH2:38])[CH2:36][CH2:35][CH2:34]1. (3) The reactants are: [CH2:1]([N:4]([CH2:25][CH2:26][CH3:27])[C:5]1[N:6]([CH3:24])[C:7](=[O:23])[C:8]2[C:13]([C:14]3[C:19]([CH3:20])=[CH:18][C:17]([CH3:21])=[CH:16][C:15]=3[CH3:22])=[CH:12][NH:11][C:9]=2[N:10]=1)[CH2:2][CH3:3].[H-].[Na+].[C:30](Cl)(=[O:32])[CH3:31]. Given the product [C:30]([N:11]1[C:9]2[N:10]=[C:5]([N:4]([CH2:1][CH2:2][CH3:3])[CH2:25][CH2:26][CH3:27])[N:6]([CH3:24])[C:7](=[O:23])[C:8]=2[C:13]([C:14]2[C:15]([CH3:22])=[CH:16][C:17]([CH3:21])=[CH:18][C:19]=2[CH3:20])=[CH:12]1)(=[O:32])[CH3:31], predict the reactants needed to synthesize it. (4) Given the product [C:1]([C:5]1[CH:6]=[CH:7][C:8]([N:11]2[C:15](=[O:16])[C:14](=[CH:17][NH:18][NH:19][C:20](=[O:31])[C:21]3[CH:22]=[CH:23][C:24]([C:27]([OH:29])=[O:28])=[CH:25][CH:26]=3)[C:13]([CH3:32])=[N:12]2)=[CH:9][CH:10]=1)([CH3:4])([CH3:2])[CH3:3], predict the reactants needed to synthesize it. The reactants are: [C:1]([C:5]1[CH:10]=[CH:9][C:8]([N:11]2[C:15](=[O:16])[C:14](=[CH:17][NH:18][NH:19][C:20](=[O:31])[C:21]3[CH:26]=[CH:25][C:24]([C:27]([O:29]C)=[O:28])=[CH:23][CH:22]=3)[C:13]([CH3:32])=[N:12]2)=[CH:7][CH:6]=1)([CH3:4])([CH3:3])[CH3:2].[OH-].[Na+].Cl. (5) Given the product [OH:2][CH:1]([C:3]1[CH:4]=[C:5]2[C:10](=[CH:11][CH:12]=1)[C:9]([C:13]([O:15][CH3:16])=[O:14])=[CH:8][CH:7]=[CH:6]2)[CH2:17][CH2:18][CH2:19][CH2:20][CH3:21], predict the reactants needed to synthesize it. The reactants are: [CH:1]([C:3]1[CH:4]=[C:5]2[C:10](=[CH:11][CH:12]=1)[C:9]([C:13]([O:15][CH3:16])=[O:14])=[CH:8][CH:7]=[CH:6]2)=[O:2].[CH2:17]([Mg]Br)[CH2:18][CH2:19][CH2:20][CH3:21]. (6) Given the product [Cl:1][C:2]1[CH:10]=[C:9]2[C:5]([C:6]([S:12][C:13]3[CH:14]=[C:15]([CH2:19][C:20]([OH:22])=[O:21])[CH:16]=[CH:17][CH:18]=3)=[C:7]([CH3:11])[N:8]2[CH3:24])=[CH:4][CH:3]=1, predict the reactants needed to synthesize it. The reactants are: [Cl:1][C:2]1[CH:10]=[C:9]2[C:5]([C:6]([S:12][C:13]3[CH:14]=[C:15]([CH2:19][C:20]([OH:22])=[O:21])[CH:16]=[CH:17][CH:18]=3)=[C:7]([CH3:11])[NH:8]2)=[CH:4][CH:3]=1.I[CH3:24].